This data is from Catalyst prediction with 721,799 reactions and 888 catalyst types from USPTO. The task is: Predict which catalyst facilitates the given reaction. (1) Reactant: [CH3:1][S:2](Cl)(=[O:4])=[O:3].[NH2:6][C:7]1[CH:8]=[C:9]([CH:13]2[CH2:22][C:21]([CH3:24])([CH3:23])[C:20]3[C:15](=[CH:16][CH:17]=[C:18]([C:25]#[N:26])[CH:19]=3)[NH:14]2)[CH:10]=[CH:11][CH:12]=1.N1C=CC=CC=1. Product: [C:25]([C:18]1[CH:19]=[C:20]2[C:15](=[CH:16][CH:17]=1)[NH:14][CH:13]([C:9]1[CH:8]=[C:7]([NH:6][S:2]([CH3:1])(=[O:4])=[O:3])[CH:12]=[CH:11][CH:10]=1)[CH2:22][C:21]2([CH3:24])[CH3:23])#[N:26]. The catalyst class is: 4. (2) Reactant: [F:1][C:2]1[CH:11]=[CH:10][C:9]([C:12]([O:14]C)=[O:13])=[C:8]2[C:3]=1[CH:4]=[CH:5][CH2:6][O:7]2.[OH-].[Na+].O. Product: [F:1][C:2]1[CH:11]=[CH:10][C:9]([C:12]([OH:14])=[O:13])=[C:8]2[C:3]=1[CH:4]=[CH:5][CH2:6][O:7]2. The catalyst class is: 8. (3) Reactant: [CH3:1][C:2]1[N:10]=[CH:9][CH:8]=[CH:7][C:3]=1[C:4](O)=[O:5].B.C1COCC1. Product: [CH3:1][C:2]1[C:3]([CH2:4][OH:5])=[CH:7][CH:8]=[CH:9][N:10]=1. The catalyst class is: 5. (4) Reactant: [OH:1][C:2]1[CH:7]=[CH:6][C:5]([C:8]2[CH:13]=[CH:12][CH:11]=[C:10]([CH:14]=[O:15])[CH:9]=2)=[CH:4][C:3]=1[C:16]([F:19])([F:18])[F:17].[BH4-].[Na+]. Product: [OH:15][CH2:14][C:10]1[CH:9]=[C:8]([C:5]2[CH:6]=[CH:7][C:2]([OH:1])=[C:3]([C:16]([F:17])([F:18])[F:19])[CH:4]=2)[CH:13]=[CH:12][CH:11]=1. The catalyst class is: 5. (5) Reactant: [N:1]([C:4]1([C:13]([O:15]CC)=O)[C:12]2[C:7](=[CH:8][CH:9]=[CH:10][CH:11]=2)[CH2:6][CH2:5]1)=[C:2]=[S:3].[NH2:18][CH2:19][C:20]([N:22]([CH2:29][C:30]1[CH:35]=[CH:34][CH:33]=[CH:32][CH:31]=1)[CH:23]([CH:25]1[CH2:28][CH2:27][CH2:26]1)[CH3:24])=[O:21].CCN(CC)CC. Product: [CH2:29]([N:22]([CH:23]([CH:25]1[CH2:26][CH2:27][CH2:28]1)[CH3:24])[C:20](=[O:21])[CH2:19][N:18]1[C:13](=[O:15])[C:4]2([C:12]3[C:7](=[CH:8][CH:9]=[CH:10][CH:11]=3)[CH2:6][CH2:5]2)[NH:1][C:2]1=[S:3])[C:30]1[CH:35]=[CH:34][CH:33]=[CH:32][CH:31]=1. The catalyst class is: 1. (6) Reactant: [CH3:1][CH:2]1[C:10]2[CH:9]=[N:8][C:7]([NH:11][CH:12]3[CH2:17][CH2:16][O:15][CH2:14][CH2:13]3)=[N:6][C:5]=2[CH2:4][NH:3]1.C(N(CC)C(C)C)(C)C.[Cl:27][C:28]1[CH:33]=[CH:32][CH:31]=[C:30]([C@H:34]([N:36]=[C:37]=[O:38])[CH3:35])[CH:29]=1. Product: [Cl:27][C:28]1[CH:29]=[C:30]([C@H:34]([NH:36][C:37]([N:3]2[CH:2]([CH3:1])[C:10]3[CH:9]=[N:8][C:7]([NH:11][CH:12]4[CH2:17][CH2:16][O:15][CH2:14][CH2:13]4)=[N:6][C:5]=3[CH2:4]2)=[O:38])[CH3:35])[CH:31]=[CH:32][CH:33]=1. The catalyst class is: 2. (7) Reactant: Cl.[NH2:2][C:3]1[CH:32]=[CH:31][C:6]2[NH:7][C:8]([C:13]3[C:14](=[O:30])[C@:15]([CH3:29])([CH2:24][CH2:25][CH:26]([CH3:28])[CH3:27])[C:16]4[C:21]([C:22]=3[OH:23])=[CH:20][CH:19]=[CH:18][CH:17]=4)=[N:9][S:10](=[O:12])(=[O:11])[C:5]=2[CH:4]=1.N1C=CC=CC=1.[CH:39]1[C:48]2[C:43](=[CH:44][CH:45]=[CH:46][CH:47]=2)[CH:42]=[CH:41][C:40]=1[S:49](Cl)(=[O:51])=[O:50]. Product: [OH:23][C:22]1[C:21]2[C:16](=[CH:17][CH:18]=[CH:19][CH:20]=2)[C@@:15]([CH3:29])([CH2:24][CH2:25][CH:26]([CH3:28])[CH3:27])[C:14](=[O:30])[C:13]=1[C:8]1[NH:7][C:6]2[CH:31]=[CH:32][C:3]([NH:2][S:49]([C:40]3[CH:41]=[CH:42][C:43]4[C:48](=[CH:47][CH:46]=[CH:45][CH:44]=4)[CH:39]=3)(=[O:51])=[O:50])=[CH:4][C:5]=2[S:10](=[O:12])(=[O:11])[N:9]=1. The catalyst class is: 21. (8) Reactant: [F:1][C:2]1[C:7]([N:8]2[C:12]([S:13]([C:16]3[CH:21]=[CH:20][CH:19]=[C:18]([CH3:22])[CH:17]=3)(=[O:15])=[O:14])=[CH:11][C:10]([C:23](OCC)=[O:24])=[N:9]2)=[CH:6][CH:5]=[CH:4][N:3]=1.[H-].C([Al+]CC(C)C)C(C)C.Cl. Product: [F:1][C:2]1[C:7]([N:8]2[C:12]([S:13]([C:16]3[CH:21]=[CH:20][CH:19]=[C:18]([CH3:22])[CH:17]=3)(=[O:15])=[O:14])=[CH:11][C:10]([CH2:23][OH:24])=[N:9]2)=[CH:6][CH:5]=[CH:4][N:3]=1. The catalyst class is: 207. (9) Reactant: C([N:8]1[CH2:12][C@H:11]([C:13]2[CH:18]=[CH:17][C:16]([Cl:19])=[CH:15][CH:14]=2)[C@@H:10]([C@@H:20]([O:22][C:23]2[CH:28]=[CH:27][C:26]([F:29])=[CH:25][N:24]=2)[CH3:21])[CH2:9]1)C1C=CC=CC=1.ClC(OC(Cl)C)=O.CCN(C(C)C)C(C)C. Product: [Cl:19][C:16]1[CH:17]=[CH:18][C:13]([C@H:11]2[CH2:12][NH:8][CH2:9][C@@H:10]2[C@@H:20]([O:22][C:23]2[CH:28]=[CH:27][C:26]([F:29])=[CH:25][N:24]=2)[CH3:21])=[CH:14][CH:15]=1. The catalyst class is: 11. (10) Reactant: [CH2:1]([OH:10])[CH2:2][CH2:3][CH2:4][CH2:5][CH2:6][CH2:7][CH2:8][OH:9].[H][H].[Br:13][C:14]1[CH:21]=[CH:20][C:17]([CH2:18]Br)=[CH:16][CH:15]=1.[I-].[K+]. Product: [Br:13][C:14]1[CH:21]=[CH:20][C:17]([CH2:18][O:9][CH2:8][CH2:7][CH2:6][CH2:5][CH2:4][CH2:3][CH2:2][CH2:1][OH:10])=[CH:16][CH:15]=1. The catalyst class is: 483.